Dataset: Full USPTO retrosynthesis dataset with 1.9M reactions from patents (1976-2016). Task: Predict the reactants needed to synthesize the given product. (1) Given the product [NH2:6][CH2:7][C:8]1[CH:13]=[CH:12][C:11]([C:14]([Cl:18])=[C:15]([Cl:17])[Cl:16])=[CH:10][C:9]=1[OH:19], predict the reactants needed to synthesize it. The reactants are: Cl.ClCC([NH:6][CH2:7][C:8]1[CH:13]=[CH:12][C:11]([C:14]([Cl:18])=[C:15]([Cl:17])[Cl:16])=[CH:10][C:9]=1[OH:19])=O. (2) Given the product [CH3:1][O:2][C:3](=[O:15])[CH:4]([NH:14][C:27]([N:43]1[CH2:44][CH2:45][CH:46]([N:49]2[CH2:58][C:57]3[C:52](=[CH:53][CH:54]=[CH:55][CH:56]=3)[NH:51][C:50]2=[O:59])[CH2:47][CH2:48]1)=[O:28])[CH2:5][C:6]1[CH:7]=[N:8][C:9]([O:12][CH3:13])=[CH:10][CH:11]=1, predict the reactants needed to synthesize it. The reactants are: [CH3:1][O:2][C:3](=[O:15])[CH:4]([NH2:14])[CH2:5][C:6]1[CH:7]=[N:8][C:9]([O:12][CH3:13])=[CH:10][CH:11]=1.C(N(C(C)C)CC)(C)C.C1C(=O)N(OC(ON2C(=O)CCC2=O)=O)[C:27](=[O:28])C1.[NH:43]1[CH2:48][CH2:47][CH:46]([N:49]2[CH2:58][C:57]3[C:52](=[CH:53][CH:54]=[CH:55][CH:56]=3)[NH:51][C:50]2=[O:59])[CH2:45][CH2:44]1.